From a dataset of NCI-60 drug combinations with 297,098 pairs across 59 cell lines. Regression. Given two drug SMILES strings and cell line genomic features, predict the synergy score measuring deviation from expected non-interaction effect. (1) Drug 1: C1CN(CCN1C(=O)CCBr)C(=O)CCBr. Drug 2: C1=NNC2=C1C(=O)NC=N2. Cell line: SNB-19. Synergy scores: CSS=20.6, Synergy_ZIP=-6.51, Synergy_Bliss=-1.31, Synergy_Loewe=-11.2, Synergy_HSA=-2.11. (2) Drug 1: C1=CC(=CC=C1CC(C(=O)O)N)N(CCCl)CCCl.Cl. Drug 2: C1C(C(OC1N2C=NC3=C2NC=NCC3O)CO)O. Cell line: KM12. Synergy scores: CSS=2.18, Synergy_ZIP=-3.08, Synergy_Bliss=-3.92, Synergy_Loewe=-1.17, Synergy_HSA=-0.599. (3) Drug 1: CC(CN1CC(=O)NC(=O)C1)N2CC(=O)NC(=O)C2. Drug 2: COC1=CC(=CC(=C1O)OC)C2C3C(COC3=O)C(C4=CC5=C(C=C24)OCO5)OC6C(C(C7C(O6)COC(O7)C8=CC=CS8)O)O. Cell line: NCI-H522. Synergy scores: CSS=37.0, Synergy_ZIP=-0.474, Synergy_Bliss=1.19, Synergy_Loewe=3.34, Synergy_HSA=5.35. (4) Drug 1: C1=NC2=C(N=C(N=C2N1C3C(C(C(O3)CO)O)O)F)N. Drug 2: C1CC(=O)NC(=O)C1N2C(=O)C3=CC=CC=C3C2=O. Cell line: OVCAR-5. Synergy scores: CSS=-0.213, Synergy_ZIP=-0.214, Synergy_Bliss=-0.139, Synergy_Loewe=-3.14, Synergy_HSA=-1.96. (5) Drug 1: C1CCC(C1)C(CC#N)N2C=C(C=N2)C3=C4C=CNC4=NC=N3. Drug 2: CC(C1=C(C=CC(=C1Cl)F)Cl)OC2=C(N=CC(=C2)C3=CN(N=C3)C4CCNCC4)N. Cell line: UO-31. Synergy scores: CSS=16.9, Synergy_ZIP=-2.48, Synergy_Bliss=1.09, Synergy_Loewe=2.99, Synergy_HSA=3.15. (6) Drug 1: CN(C)C1=NC(=NC(=N1)N(C)C)N(C)C. Drug 2: CC1CCCC2(C(O2)CC(NC(=O)CC(C(C(=O)C(C1O)C)(C)C)O)C(=CC3=CSC(=N3)C)C)C. Cell line: HOP-62. Synergy scores: CSS=7.00, Synergy_ZIP=2.76, Synergy_Bliss=8.19, Synergy_Loewe=0.495, Synergy_HSA=3.11. (7) Synergy scores: CSS=26.0, Synergy_ZIP=-5.81, Synergy_Bliss=-6.73, Synergy_Loewe=-22.8, Synergy_HSA=-7.70. Drug 1: CC(C1=C(C=CC(=C1Cl)F)Cl)OC2=C(N=CC(=C2)C3=CN(N=C3)C4CCNCC4)N. Cell line: SK-MEL-2. Drug 2: C1=NC2=C(N=C(N=C2N1C3C(C(C(O3)CO)O)F)Cl)N.